Dataset: Reaction yield outcomes from USPTO patents with 853,638 reactions. Task: Predict the reaction yield, written as a fraction of the theoretical maximum amount of product (1.0 means a 100% yield; for example, 0.34 means a 34% yield). (1) The reactants are [N+:1]([C:4]1[CH:12]=[C:11]2[C:7]([CH2:8][O:9][C:10]2=[O:13])=[CH:6][CH:5]=1)([O-])=O.O.O.Cl[Sn]Cl. The catalyst is Cl.O. The product is [NH2:1][C:4]1[CH:12]=[C:11]2[C:7]([CH2:8][O:9][C:10]2=[O:13])=[CH:6][CH:5]=1. The yield is 0.780. (2) The reactants are [CH2:1]1[O:9][C:8]2[CH:7]=[CH:6][C:5]([CH:10]=[C:11]([C:16](=[O:27])[C:17]3[CH:22]=[CH:21][CH:20]=[C:19]([O:23][CH2:24][CH2:25][CH3:26])[CH:18]=3)[C:12]([O:14][CH3:15])=[O:13])=[CH:4][C:3]=2[O:2]1.COC(=O)CC(=O)C1C=CC=C(OCCC)C=1.C1OC2C=CC(C=O)=CC=2O1. The catalyst is C1C=CC=CC=1.C(O)(=O)C.N1CCCCC1. The product is [CH2:1]1[O:9][C:8]2[CH:7]=[CH:6][C:5](/[CH:10]=[C:11](/[C:16](=[O:27])[C:17]3[CH:22]=[CH:21][CH:20]=[C:19]([O:23][CH2:24][CH2:25][CH3:26])[CH:18]=3)\[C:12]([O:14][CH3:15])=[O:13])=[CH:4][C:3]=2[O:2]1. The yield is 0.480.